From a dataset of Reaction yield outcomes from USPTO patents with 853,638 reactions. Predict the reaction yield, written as a fraction of the theoretical maximum amount of product (1.0 means a 100% yield; for example, 0.34 means a 34% yield). (1) The reactants are O[Li].O.[C:4]([O:8][C:9]([NH:11][CH2:12][CH:13]([CH2:18][C:19]1[CH:24]=[CH:23][C:22]([Cl:25])=[CH:21][CH:20]=1)[C:14]([O:16]C)=[O:15])=[O:10])([CH3:7])([CH3:6])[CH3:5].C1COCC1. The yield is 0.850. The product is [C:4]([O:8][C:9]([NH:11][CH2:12][CH:13]([CH2:18][C:19]1[CH:24]=[CH:23][C:22]([Cl:25])=[CH:21][CH:20]=1)[C:14]([OH:16])=[O:15])=[O:10])([CH3:7])([CH3:5])[CH3:6]. The catalyst is O. (2) The reactants are [F:1][C:2]([F:18])([F:17])[C:3]([NH:5][C@@H:6]1[C:15]2[C:10](=[CH:11][CH:12]=[CH:13][CH:14]=2)[C:9](=[O:16])[CH2:8][CH2:7]1)=[O:4].C(N(CC)CC)C. The catalyst is CN(C=O)C. The product is [F:1][C:2]([F:17])([F:18])[C:3]([NH:5][C@@H:6]1[C:15]2[C:10](=[CH:11][CH:12]=[CH:13][CH:14]=2)[C@H:9]([OH:16])[CH2:8][CH2:7]1)=[O:4]. The yield is 0.880.